From a dataset of TCR-epitope binding with 47,182 pairs between 192 epitopes and 23,139 TCRs. Binary Classification. Given a T-cell receptor sequence (or CDR3 region) and an epitope sequence, predict whether binding occurs between them. (1) The epitope is TPINLVRDL. The TCR CDR3 sequence is CASSNRDYNEQFF. Result: 1 (the TCR binds to the epitope). (2) The epitope is KLWAQCVQL. The TCR CDR3 sequence is CSVELVGLATYEQFF. Result: 0 (the TCR does not bind to the epitope). (3) The epitope is YLDAYNMMI. The TCR CDR3 sequence is CASSLDGGSNTEAFF. Result: 1 (the TCR binds to the epitope). (4) The epitope is RLRAEAQVK. The TCR CDR3 sequence is CSAPQGAGNTIYF. Result: 1 (the TCR binds to the epitope). (5) The epitope is GTHWFVTQR. The TCR CDR3 sequence is CASSPWTGGIDGYTF. Result: 0 (the TCR does not bind to the epitope). (6) The epitope is QVPLRPMTYK. The TCR CDR3 sequence is CASSSGQAYEQYF. Result: 0 (the TCR does not bind to the epitope). (7) The epitope is SQASSRSSSR. The TCR CDR3 sequence is CASSHRTTDEETQYF. Result: 0 (the TCR does not bind to the epitope).